Task: Predict the reactants needed to synthesize the given product.. Dataset: Full USPTO retrosynthesis dataset with 1.9M reactions from patents (1976-2016) (1) Given the product [F:16][C:17]([F:25])([F:26])[C:18]1[CH:19]=[CH:20][C:21]([N:22]2[CH2:2][CH2:3][C:4]2=[O:5])=[CH:23][CH:24]=1, predict the reactants needed to synthesize it. The reactants are: Br[CH2:2][CH2:3][C:4](Cl)=[O:5].CN(C)C1C=CC=CC=1.[F:16][C:17]([F:26])([F:25])[C:18]1[CH:24]=[CH:23][C:21]([NH2:22])=[CH:20][CH:19]=1.[OH-].[K+]. (2) Given the product [OH:28][CH:26]1[CH2:25][N:24]([C:29]([O:31][C:32]([CH3:35])([CH3:34])[CH3:33])=[O:30])[CH2:23][CH2:22][N:21]([C:19]2[CH:18]=[CH:17][CH:16]=[C:15]([N:14]3[C:8]4[CH:7]=[C:6]([C:4]5[CH:5]=[N:1][N:2]([CH2:42][C:43]([F:46])([F:45])[F:44])[CH:3]=5)[N:11]=[CH:10][C:9]=4[CH:12]=[N:13]3)[N:20]=2)[CH2:27]1, predict the reactants needed to synthesize it. The reactants are: [NH:1]1[CH:5]=[C:4]([C:6]2[N:11]=[CH:10][C:9]3[CH:12]=[N:13][N:14]([C:15]4[N:20]=[C:19]([N:21]5[CH2:27][CH:26]([OH:28])[CH2:25][N:24]([C:29]([O:31][C:32]([CH3:35])([CH3:34])[CH3:33])=[O:30])[CH2:23][CH2:22]5)[CH:18]=[CH:17][CH:16]=4)[C:8]=3[CH:7]=2)[CH:3]=[N:2]1.FC(F)(F)S(O[CH2:42][C:43]([F:46])([F:45])[F:44])(=O)=O.C([O-])([O-])=O.[K+].[K+]. (3) Given the product [CH3:6][C:1]1[C:34](=[O:37])[O:35][CH:3]([C:28]2[CH:29]=[CH:30][CH:31]=[CH:32][CH:33]=2)[C:2]=1[C:1]1[CH:6]=[CH:5][CH:4]=[CH:3][CH:2]=1, predict the reactants needed to synthesize it. The reactants are: [C:1]1(B(O)O)[CH:6]=[CH:5][CH:4]=[CH:3][CH:2]=1.F[B-](F)(F)F.[CH:28]1([PH+]([CH:28]2[CH2:33][CH2:32][CH2:31][CH2:30][CH2:29]2)[CH:28]2[CH2:33][CH2:32][CH2:31][CH2:30][CH2:29]2)[CH2:33][CH2:32][CH2:31][CH2:30][CH2:29]1.[C:34](=[O:37])([O-])[O-:35].[K+].[K+]. (4) Given the product [CH3:1][O:2][C:3]1[C:12]([NH:13][C:14]([N:32]2[CH2:31][CH2:30][N:29]([C:24]3[CH:25]=[CH:26][CH:27]=[CH:28][C:23]=3[O:22][CH3:21])[CH2:34][CH2:33]2)=[O:18])=[N:11][C:10]2[C:5](=[CH:6][CH:7]=[C:8]([O:19][CH3:20])[CH:9]=2)[N:4]=1, predict the reactants needed to synthesize it. The reactants are: [CH3:1][O:2][C:3]1[C:12]([NH:13][C:14](=[O:18])OCC)=[N:11][C:10]2[C:5](=[CH:6][CH:7]=[C:8]([O:19][CH3:20])[CH:9]=2)[N:4]=1.[CH3:21][O:22][C:23]1[CH:28]=[CH:27][CH:26]=[CH:25][C:24]=1[N:29]1[CH2:34][CH2:33][NH:32][CH2:31][CH2:30]1. (5) Given the product [Cl:1][C:2]1[CH:3]=[C:4]2[C:9](=[CH:10][CH:11]=1)[N:8]=[C:7]([NH:12][C:13]([N:33]1[CH2:32][CH2:31][N:30]([C:24]3[CH:23]=[C:22]([O:21][CH3:20])[CH:27]=[C:26]([O:28][CH3:29])[CH:25]=3)[CH2:35][CH2:34]1)=[O:17])[C:6]([O:18][CH3:19])=[N:5]2, predict the reactants needed to synthesize it. The reactants are: [Cl:1][C:2]1[CH:3]=[C:4]2[C:9](=[CH:10][CH:11]=1)[N:8]=[C:7]([NH:12][C:13](=[O:17])OCC)[C:6]([O:18][CH3:19])=[N:5]2.[CH3:20][O:21][C:22]1[CH:23]=[C:24]([N:30]2[CH2:35][CH2:34][NH:33][CH2:32][CH2:31]2)[CH:25]=[C:26]([O:28][CH3:29])[CH:27]=1. (6) Given the product [Br:31][C:32]1[CH:38]=[C:37]([C:39]([F:48])([C:44]([F:45])([F:46])[F:47])[C:40]([F:43])([F:42])[F:41])[CH:36]=[C:35]([Cl:49])[C:33]=1[NH:34][C:13](=[O:14])[C:12]1[CH:16]=[CH:17][CH:18]=[C:10]([N:9]([C:7](=[O:8])[C:6]2[CH:5]=[CH:4][C:3]([C:1]#[N:2])=[CH:24][CH:23]=2)[CH2:21][CH3:22])[C:11]=1[O:19][CH3:20], predict the reactants needed to synthesize it. The reactants are: [C:1]([C:3]1[CH:24]=[CH:23][C:6]([C:7]([N:9]([CH2:21][CH3:22])[C:10]2[C:11]([O:19][CH3:20])=[C:12]([CH:16]=[CH:17][CH:18]=2)[C:13](O)=[O:14])=[O:8])=[CH:5][CH:4]=1)#[N:2].C(Cl)(=O)C(Cl)=O.[Br:31][C:32]1[CH:38]=[C:37]([C:39]([F:48])([C:44]([F:47])([F:46])[F:45])[C:40]([F:43])([F:42])[F:41])[CH:36]=[C:35]([Cl:49])[C:33]=1[NH2:34].C(N(CC)CC)C. (7) Given the product [C:1]([C:9]1[C:10]([O:19][CH:20]([CH3:28])[CH2:21][CH2:22][O:41][C:38]2[CH:39]=[CH:40][C:35]([S:34][CH2:33][C:32]([OH:31])=[O:43])=[C:36]([CH3:42])[CH:37]=2)=[CH:11][C:12]2[C:17]([CH:18]=1)=[CH:16][CH:15]=[CH:14][CH:13]=2)(=[O:8])[C:2]1[CH:7]=[CH:6][CH:5]=[CH:4][CH:3]=1, predict the reactants needed to synthesize it. The reactants are: [C:1]([C:9]1[C:10]([O:19][CH:20]([CH3:28])[CH2:21][CH2:22]OS(C)(=O)=O)=[CH:11][C:12]2[C:17]([CH:18]=1)=[CH:16][CH:15]=[CH:14][CH:13]=2)(=[O:8])[C:2]1[CH:7]=[CH:6][CH:5]=[CH:4][CH:3]=1.C([O:31][C:32](=[O:43])[CH2:33][S:34][C:35]1[CH:40]=[CH:39][C:38]([OH:41])=[CH:37][C:36]=1[CH3:42])C. (8) The reactants are: [OH-].[NH4+:2].[CH3:3][N:4]([N:6]=[N:7][C:8]1[CH:12]=[C:11]([C:13]2[CH:18]=[CH:17][CH:16]=[CH:15][CH:14]=2)[S:10][C:9]=1[C:19]([O:21]C)=O)[CH3:5].O. Given the product [CH3:3][N:4]([N:6]=[N:7][C:8]1[CH:12]=[C:11]([C:13]2[CH:18]=[CH:17][CH:16]=[CH:15][CH:14]=2)[S:10][C:9]=1[C:19]([NH2:2])=[O:21])[CH3:5], predict the reactants needed to synthesize it. (9) The reactants are: [Br:1][C:2]1[CH:3]=[N:4][CH:5]=[C:6](F)[CH:7]=1.[OH:9][C:10]1[CH:11]=[N:12][CH:13]=[N:14][CH:15]=1.C(=O)([O-])[O-].[K+].[K+]. Given the product [Br:1][C:2]1[CH:7]=[C:6]([O:9][C:10]2[CH:11]=[N:12][CH:13]=[N:14][CH:15]=2)[CH:5]=[N:4][CH:3]=1, predict the reactants needed to synthesize it. (10) Given the product [C:11]([O:10][C:9]([NH:8][CH:4]1[CH2:5][CH2:6][CH2:7][C:2]([O:1][C:21]2[CH:20]=[CH:19][CH:18]=[C:17]([F:16])[CH:22]=2)([C:34]([OH:33])=[O:24])[CH2:3]1)=[O:15])([CH3:12])([CH3:14])[CH3:13], predict the reactants needed to synthesize it. The reactants are: [O:1]=[C:2]1[CH2:7][CH2:6][CH2:5][CH:4]([NH:8][C:9](=[O:15])[O:10][C:11]([CH3:14])([CH3:13])[CH3:12])[CH2:3]1.[F:16][C:17]1[CH:18]=[C:19](O)[CH:20]=[CH:21][CH:22]=1.[OH-:24].[Na+].C(Br)(Br)Br.C1[CH2:34][O:33]CC1.